Dataset: Forward reaction prediction with 1.9M reactions from USPTO patents (1976-2016). Task: Predict the product of the given reaction. (1) Given the reactants [F:1][C:2]1[CH:7]=[CH:6][C:5]([C:8]([C:10]([C:12]2[CH:17]=[CH:16][C:15]([F:18])=[CH:14][CH:13]=2)=O)=O)=[CH:4][CH:3]=1.[C:19]1([NH2:26])[CH:24]=[CH:23][CH:22]=[CH:21][C:20]=1[NH2:25], predict the reaction product. The product is: [F:1][C:2]1[CH:7]=[CH:6][C:5]([C:8]2[C:10]([C:12]3[CH:17]=[CH:16][C:15]([F:18])=[CH:14][CH:13]=3)=[N:26][C:19]3[C:20](=[CH:21][CH:22]=[CH:23][CH:24]=3)[N:25]=2)=[CH:4][CH:3]=1. (2) Given the reactants [H-].[Na+].[Cl:3][C:4]1[C:9]([O:10][CH3:11])=[CH:8][C:7]([CH:12](C([O-])=O)[C:13]([O:15][C:16](C)(C)C)=[O:14])=[C:6]([F:23])[CH:5]=1.Br[C:25](Br)([F:27])[F:26].[Cl-].[NH4+], predict the reaction product. The product is: [Cl:3][C:4]1[C:9]([O:10][CH3:11])=[CH:8][C:7]([C:12](=[C:25]([F:27])[F:26])[C:13]([O:15][CH3:16])=[O:14])=[C:6]([F:23])[CH:5]=1. (3) Given the reactants O.[N+:2]([C:5]1[CH:10]=[CH:9][C:8]([N:11]2[CH:16]=[CH:15][CH:14]=[CH:13][C:12]2=[O:17])=[CH:7][CH:6]=1)([O-])=O, predict the reaction product. The product is: [NH2:2][C:5]1[CH:10]=[CH:9][C:8]([N:11]2[CH2:16][CH2:15][CH2:14][CH2:13][C:12]2=[O:17])=[CH:7][CH:6]=1. (4) Given the reactants [C:1]([C:4]1[CH:33]=[CH:32][C:7]([O:8][CH2:9][C:10]2[CH:15]=[CH:14][C:13]([CH:16]([O:25][CH:26]3[CH2:31][CH2:30][CH2:29][CH2:28][O:27]3)[C:17]3[CH:18]=[C:19]([CH:22]=[CH:23][CH:24]=3)[C:20]#[N:21])=[CH:12][CH:11]=2)=[C:6]([CH2:34][CH3:35])[C:5]=1[OH:36])(=[O:3])[CH3:2].[N-:37]=[N+:38]=[N-:39].[Na+].Cl.C(N(CC)CC)C, predict the reaction product. The product is: [CH2:34]([C:6]1[C:5]([OH:36])=[C:4]([C:1](=[O:3])[CH3:2])[CH:33]=[CH:32][C:7]=1[O:8][CH2:9][C:10]1[CH:15]=[CH:14][C:13]([CH:16]([O:25][CH:26]2[CH2:31][CH2:30][CH2:29][CH2:28][O:27]2)[C:17]2[CH:24]=[CH:23][CH:22]=[C:19]([C:20]3[N:37]=[N:38][NH:39][N:21]=3)[CH:18]=2)=[CH:12][CH:11]=1)[CH3:35].